Task: Predict which catalyst facilitates the given reaction.. Dataset: Catalyst prediction with 721,799 reactions and 888 catalyst types from USPTO Reactant: C(OC(=O)[NH:7][C:8]1[CH:13]=[C:12]([CH3:14])[CH:11]=[CH:10][C:9]=1[O:15][CH2:16][CH:17]1[CH2:26][C:25]2[C:20](=[CH:21][CH:22]=[CH:23][CH:24]=2)[N:19]([CH2:27][CH3:28])[CH2:18]1)(C)(C)C. Product: [CH2:27]([N:19]1[C:20]2[C:25](=[CH:24][CH:23]=[CH:22][CH:21]=2)[CH2:26][CH:17]([CH2:16][O:15][C:9]2[CH:10]=[CH:11][C:12]([CH3:14])=[CH:13][C:8]=2[NH2:7])[CH2:18]1)[CH3:28]. The catalyst class is: 89.